The task is: Predict the product of the given reaction.. This data is from Forward reaction prediction with 1.9M reactions from USPTO patents (1976-2016). Given the reactants [C@H:1]12[CH2:8][CH2:7][CH2:6][C@H:5]1[CH2:4][NH:3][C@@H:2]2[CH2:9][NH:10][C:11]([C:13]1[N:20]2[C:16]([S:17][CH:18]=[CH:19]2)=[N:15][C:14]=1[CH3:21])=[O:12].[C:22]1([C:31]2[CH:36]=[CH:35][CH:34]=[CH:33][CH:32]=2)[C:23]([C:28](O)=[O:29])=[CH:24][CH:25]=[CH:26][CH:27]=1, predict the reaction product. The product is: [C:22]1([C:31]2[CH:36]=[CH:35][CH:34]=[CH:33][CH:32]=2)[C:23]([C:28]([N:3]2[CH2:4][C@H:5]3[C@H:1]([CH2:8][CH2:7][CH2:6]3)[C@H:2]2[CH2:9][NH:10][C:11]([C:13]2[N:20]3[C:16]([S:17][CH:18]=[CH:19]3)=[N:15][C:14]=2[CH3:21])=[O:12])=[O:29])=[CH:24][CH:25]=[CH:26][CH:27]=1.